Dataset: Forward reaction prediction with 1.9M reactions from USPTO patents (1976-2016). Task: Predict the product of the given reaction. (1) Given the reactants Cl.Cl.[NH:3]1[C:11]2[C:6](=[CH:7][C:8]([C:12]3[C:20]4[C:15](=[N:16][CH:17]=[N:18][C:19]=4[NH2:21])[N:14]([CH3:22])[N:13]=3)=[CH:9][CH:10]=2)[CH2:5][CH2:4]1.[Cl:23][C:24]1[C:25]([F:34])=[C:26]([CH2:30][C:31](O)=[O:32])[CH:27]=[CH:28][CH:29]=1.CN(C(ON1N=NC2C=CC=NC1=2)=[N+](C)C)C.F[P-](F)(F)(F)(F)F.CCN(C(C)C)C(C)C, predict the reaction product. The product is: [Cl:23][C:24]1[C:25]([F:34])=[C:26]([CH2:30][C:31]([N:3]2[C:11]3[C:6](=[CH:7][C:8]([C:12]4[C:20]5[C:15](=[N:16][CH:17]=[N:18][C:19]=5[NH2:21])[N:14]([CH3:22])[N:13]=4)=[CH:9][CH:10]=3)[CH2:5][CH2:4]2)=[O:32])[CH:27]=[CH:28][CH:29]=1. (2) Given the reactants [CH3:1][O:2][C:3]1[CH:8]=[C:7]([C:9]2[S:10][CH:11]=[CH:12][CH:13]=2)N=[CH:5][C:4]=1[NH2:14].Cl[C:16]1[N:21]=[CH:20][C:19]2[N:22]=[CH:23][N:24]([CH3:25])[C:18]=2[CH:17]=1.[CH:26]1(P(C2CCCCC2)C2C=CC=CC=2C2C(C(C)C)=CC(C(C)C)=CC=2C(C)C)CCCCC1.CC(C)([O-])C.[Na+], predict the reaction product. The product is: [CH3:1][O:2][C:3]1[CH:8]=[C:7]([C:9]2[S:10][CH:11]=[CH:12][CH:13]=2)[CH:26]=[CH:5][C:4]=1[NH:14][C:16]1[N:21]=[CH:20][C:19]2[N:22]=[CH:23][N:24]([CH3:25])[C:18]=2[CH:17]=1. (3) Given the reactants Cl.[NH:2]1[CH2:7][CH2:6][CH:5]([NH:8][C:9]2[O:10][C:11]3[CH:17]=[CH:16][C:15]([O:18][S:19]([CH3:22])(=[O:21])=[O:20])=[CH:14][C:12]=3[N:13]=2)[CH2:4][CH2:3]1.[Cl:23][C:24]1[C:31]([O:32][CH2:33][CH3:34])=[CH:30][C:27]([CH:28]=O)=[CH:26][C:25]=1[O:35][CH2:36][CH3:37].C([BH3-])#N.[Na+].C(N(C(C)C)C(C)C)C, predict the reaction product. The product is: [Cl:23][C:24]1[C:31]([O:32][CH2:33][CH3:34])=[CH:30][C:27]([CH2:28][N:2]2[CH2:3][CH2:4][CH:5]([NH:8][C:9]3[O:10][C:11]4[CH:17]=[CH:16][C:15]([O:18][S:19]([CH3:22])(=[O:20])=[O:21])=[CH:14][C:12]=4[N:13]=3)[CH2:6][CH2:7]2)=[CH:26][C:25]=1[O:35][CH2:36][CH3:37]. (4) Given the reactants [C:1]([O:5][C:6]([NH:8][CH2:9][CH2:10][NH:11][C:12]1[CH:13]=[C:14]2[C:19](=[CH:20][CH:21]=1)[N:18]=[C:17]([CH2:22][CH:23]([CH3:25])[CH3:24])[C:16]([CH2:26][NH:27][C:28](=[O:34])[O:29][C:30]([CH3:33])([CH3:32])[CH3:31])=[C:15]2[C:35]1[CH:40]=[CH:39][C:38]([CH3:41])=[CH:37][CH:36]=1)=[O:7])([CH3:4])([CH3:3])[CH3:2].C(=O)([O-])O.[Na+].Cl[C:48](=[O:54])[C:49]([O:51][CH2:52][CH3:53])=[O:50], predict the reaction product. The product is: [C:1]([O:5][C:6]([NH:8][CH2:9][CH2:10][N:11]([C:48](=[O:54])[C:49]([O:51][CH2:52][CH3:53])=[O:50])[C:12]1[CH:13]=[C:14]2[C:19](=[CH:20][CH:21]=1)[N:18]=[C:17]([CH2:22][CH:23]([CH3:25])[CH3:24])[C:16]([CH2:26][NH:27][C:28]([O:29][C:30]([CH3:32])([CH3:33])[CH3:31])=[O:34])=[C:15]2[C:35]1[CH:40]=[CH:39][C:38]([CH3:41])=[CH:37][CH:36]=1)=[O:7])([CH3:2])([CH3:3])[CH3:4].